From a dataset of CYP3A4 inhibition data for predicting drug metabolism from PubChem BioAssay. Regression/Classification. Given a drug SMILES string, predict its absorption, distribution, metabolism, or excretion properties. Task type varies by dataset: regression for continuous measurements (e.g., permeability, clearance, half-life) or binary classification for categorical outcomes (e.g., BBB penetration, CYP inhibition). Dataset: cyp3a4_veith. (1) The molecule is COC(=O)COc1ccc2c(-c3cccc([N+](=O)[O-])c3)cc(=O)oc2c1. The result is 0 (non-inhibitor). (2) The molecule is Cc1cccc(CNc2ncncc2-c2ccc(C(=O)N(C)C)cc2)c1. The result is 1 (inhibitor). (3) The drug is CNc1ncnc2ccc(-c3cccc(OC)c3)cc12. The result is 1 (inhibitor). (4) The compound is CC(C)[C@](N)(C(=O)O)c1ccccc1. The result is 0 (non-inhibitor).